This data is from Forward reaction prediction with 1.9M reactions from USPTO patents (1976-2016). The task is: Predict the product of the given reaction. (1) Given the reactants [C:1]([C:3]1[CH:4]=[C:5]2[C:10](=[CH:11][CH:12]=1)[NH:9][CH2:8][C@@H:7]([NH:13][C:14]([NH:16][CH:17]1[CH2:22][CH2:21][CH2:20][CH2:19][CH2:18]1)=[O:15])[CH2:6]2)#[N:2].[Cl:23][C:24]1[CH:25]=[C:26]([CH:29]=[CH:30][CH:31]=1)[CH:27]=O, predict the reaction product. The product is: [Cl:23][C:24]1[CH:25]=[C:26]([CH:29]=[CH:30][CH:31]=1)[CH2:27][N:9]1[C:10]2[C:5](=[CH:4][C:3]([C:1]#[N:2])=[CH:12][CH:11]=2)[CH2:6][C@H:7]([NH:13][C:14]([NH:16][CH:17]2[CH2:22][CH2:21][CH2:20][CH2:19][CH2:18]2)=[O:15])[CH2:8]1. (2) Given the reactants [Cl:1][C:2]1[C:7]([O:8][CH3:9])=[CH:6][C:5]([O:10][CH3:11])=[C:4]([Cl:12])[C:3]=1[NH:13][C:14]1[C:19]([C:20]2[CH:25]=[C:24](S(C)=O)[N:23]=[CH:22][N:21]=2)=[N:18][CH:17]=[CH:16][N:15]=1.[NH3:29].CC(O)C, predict the reaction product. The product is: [Cl:1][C:2]1[C:7]([O:8][CH3:9])=[CH:6][C:5]([O:10][CH3:11])=[C:4]([Cl:12])[C:3]=1[NH:13][C:14]1[C:19]([C:20]2[N:21]=[CH:22][N:23]=[C:24]([NH2:29])[CH:25]=2)=[N:18][CH:17]=[CH:16][N:15]=1. (3) Given the reactants [CH3:1][C@@H:2]1[CH2:11][C:10]2[C:5](=[CH:6][CH:7]=[C:8]([C@H:12]3[O:17][CH2:16][C@@H:15]4[CH2:18][N:19]([C:22]([O:24][C:25]([CH3:28])([CH3:27])[CH3:26])=[O:23])[CH2:20][CH2:21][N:14]4[CH2:13]3)[CH:9]=2)[C:4](=[O:29])[O:3]1.[CH3:30][C@@H:31]1[CH2:40][C:39]2[C:34](=[CH:35][CH:36]=[C:37]([C@@H:41]3[O:46][CH2:45][C@@H:44]4[CH2:47][N:48]([C:51]([O:53][C:54]([CH3:57])([CH3:56])[CH3:55])=[O:52])[CH2:49][CH2:50][N:43]4[CH2:42]3)[CH:38]=2)[C:33](=[O:58])[O:32]1.BrC1C=C2C(=CC=1)C(=O)O[C@@H](C)C2, predict the reaction product. The product is: [CH3:1][C@H:2]1[CH2:11][C:10]2[C:5](=[CH:6][CH:7]=[C:8]([C@H:12]3[O:17][CH2:16][C@@H:15]4[CH2:18][N:19]([C:22]([O:24][C:25]([CH3:28])([CH3:27])[CH3:26])=[O:23])[CH2:20][CH2:21][N:14]4[CH2:13]3)[CH:9]=2)[C:4](=[O:29])[O:3]1.[CH3:30][C@H:31]1[CH2:40][C:39]2[C:34](=[CH:35][CH:36]=[C:37]([C@@H:41]3[O:46][CH2:45][C@@H:44]4[CH2:47][N:48]([C:51]([O:53][C:54]([CH3:57])([CH3:56])[CH3:55])=[O:52])[CH2:49][CH2:50][N:43]4[CH2:42]3)[CH:38]=2)[C:33](=[O:58])[O:32]1. (4) Given the reactants Cl[C:2]1[CH:7]=[C:6]([O:8][CH3:9])[N:5]=[CH:4][N:3]=1.[Cl:10][C:11]1[CH:12]=[C:13](B2OC(C)(C)C(C)(C)O2)[C:14]2[N:18]=[CH:17][NH:16][C:15]=2[CH:19]=1.C([O-])([O-])=O.[Na+].[Na+], predict the reaction product. The product is: [Cl:10][C:11]1[CH:12]=[C:13]([C:2]2[CH:7]=[C:6]([O:8][CH3:9])[N:5]=[CH:4][N:3]=2)[C:14]2[N:18]=[CH:17][NH:16][C:15]=2[CH:19]=1. (5) Given the reactants [NH2:1][C@H:2]([C:5]1[CH:10]=[CH:9][N:8]=[C:7]([C:11]([NH2:13])=[O:12])[CH:6]=1)[CH2:3][CH3:4].C(N(CC)CC)C.[C:21](O[C:21]([O:23][C:24]([CH3:27])([CH3:26])[CH3:25])=[O:22])([O:23][C:24]([CH3:27])([CH3:26])[CH3:25])=[O:22], predict the reaction product. The product is: [C:24]([O:23][C:21](=[O:22])[NH:1][C@H:2]([C:5]1[CH:10]=[CH:9][N:8]=[C:7]([C:11](=[O:12])[NH2:13])[CH:6]=1)[CH2:3][CH3:4])([CH3:27])([CH3:26])[CH3:25]. (6) Given the reactants [CH2:1]([N:3]([CH2:13][CH3:14])[CH2:4][CH2:5][C:6]1[CH:11]=[CH:10][C:9]([NH2:12])=[CH:8][CH:7]=1)[CH3:2].[Cl:15][C:16]1[CH:21]=[C:20]([Cl:22])[CH:19]=[CH:18][C:17]=1[C:23]#[C:24][C:25](O)=[O:26].ClCCl.C(O)C.N, predict the reaction product. The product is: [ClH:15].[CH2:13]([N:3]([CH2:1][CH3:2])[CH2:4][CH2:5][C:6]1[CH:7]=[CH:8][C:9]([NH:12][C:25](=[O:26])[C:24]#[C:23][C:17]2[CH:18]=[CH:19][C:20]([Cl:22])=[CH:21][C:16]=2[Cl:15])=[CH:10][CH:11]=1)[CH3:14].